Dataset: Forward reaction prediction with 1.9M reactions from USPTO patents (1976-2016). Task: Predict the product of the given reaction. (1) Given the reactants Cl.Cl.[NH2:3][CH:4]1[CH2:8][N:7]([C:9]2[CH:14]=[CH:13][C:12]([C:15]3[CH:20]=[CH:19][CH:18]=[CH:17][C:16]=3[CH2:21][N:22]([CH3:24])[CH3:23])=[CH:11][CH:10]=2)[C:6](=[O:25])[CH2:5]1.CN(C(ON1N=NC2C=CC=CC1=2)=[N+](C)C)C.[B-](F)(F)(F)F.CN1CCOCC1.[Br:55][C:56]1[S:60][C:59]([C:61](O)=[O:62])=[CH:58][CH:57]=1, predict the reaction product. The product is: [CH3:24][N:22]([CH2:21][C:16]1[CH:17]=[CH:18][CH:19]=[CH:20][C:15]=1[C:12]1[CH:11]=[CH:10][C:9]([N:7]2[C:6](=[O:25])[CH2:5][CH:4]([NH:3][C:61]([C:59]3[S:60][C:56]([Br:55])=[CH:57][CH:58]=3)=[O:62])[CH2:8]2)=[CH:14][CH:13]=1)[CH3:23]. (2) Given the reactants [CH3:1][S:2]([C:5]1[CH:10]=[CH:9][C:8]([N:11]2[CH2:16][CH2:15][NH:14][CH2:13][CH2:12]2)=[CH:7][CH:6]=1)(=[O:4])=[O:3].[C:17]([O:21][C:22]([N:24]1[CH2:29][CH2:28][CH:27]([CH2:30][C:31](O)=[O:32])[CH2:26][CH2:25]1)=[O:23])([CH3:20])([CH3:19])[CH3:18].C1C=CC2N(O)N=NC=2C=1.O.CCN(C(C)C)C(C)C.CCN=C=NCCCN(C)C, predict the reaction product. The product is: [C:17]([O:21][C:22]([N:24]1[CH2:29][CH2:28][CH:27]([CH2:30][C:31]([N:14]2[CH2:15][CH2:16][N:11]([C:8]3[CH:7]=[CH:6][C:5]([S:2]([CH3:1])(=[O:3])=[O:4])=[CH:10][CH:9]=3)[CH2:12][CH2:13]2)=[O:32])[CH2:26][CH2:25]1)=[O:23])([CH3:20])([CH3:19])[CH3:18]. (3) Given the reactants Br[C:2]1[C:10]2[N:9]3[CH2:11][CH2:12][NH:13][C:14](=[O:15])[C:8]3=[CH:7][C:6]=2[CH:5]=[C:4]([C:16]#[N:17])[CH:3]=1.[F:18][C:19]1[CH:20]=[C:21](B(O)O)[CH:22]=[C:23]([F:26])[C:24]=1[F:25], predict the reaction product. The product is: [O:15]=[C:14]1[C:8]2=[CH:7][C:6]3[CH:5]=[C:4]([C:16]#[N:17])[CH:3]=[C:2]([C:21]4[CH:20]=[C:19]([F:18])[C:24]([F:25])=[C:23]([F:26])[CH:22]=4)[C:10]=3[N:9]2[CH2:11][CH2:12][NH:13]1. (4) Given the reactants [CH3:1][N:2]1[C:6]([NH:7][C:8]([C:21]2[CH:26]=[CH:25][CH:24]=[CH:23][CH:22]=2)([C:15]2[CH:20]=[CH:19][CH:18]=[CH:17][CH:16]=2)[C:9]2[CH:14]=[CH:13][CH:12]=[CH:11][CH:10]=2)=[C:5]([CH2:27][CH2:28][C:29]([O:31]CC)=[O:30])[CH:4]=[N:3]1.[OH-].[Na+].C(O)(=O)CC(CC(O)=O)(C(O)=O)O, predict the reaction product. The product is: [CH3:1][N:2]1[C:6]([NH:7][C:8]([C:9]2[CH:10]=[CH:11][CH:12]=[CH:13][CH:14]=2)([C:21]2[CH:26]=[CH:25][CH:24]=[CH:23][CH:22]=2)[C:15]2[CH:16]=[CH:17][CH:18]=[CH:19][CH:20]=2)=[C:5]([CH2:27][CH2:28][C:29]([OH:31])=[O:30])[CH:4]=[N:3]1. (5) Given the reactants Cl[C:2]1[CH:7]=[C:6]([C:8]([F:11])([F:10])[F:9])[N:5]=[C:4]([C:12]2[CH:13]=[N:14][CH:15]=[CH:16][CH:17]=2)[N:3]=1.[CH2:18]1[O:27][C:26]2[CH:25]=[CH:24][C:22]([NH2:23])=[CH:21][C:20]=2[O:19]1, predict the reaction product. The product is: [CH2:18]1[O:27][C:26]2[CH:25]=[CH:24][C:22]([NH:23][C:2]3[CH:7]=[C:6]([C:8]([F:11])([F:10])[F:9])[N:5]=[C:4]([C:12]4[CH:13]=[N:14][CH:15]=[CH:16][CH:17]=4)[N:3]=3)=[CH:21][C:20]=2[O:19]1. (6) Given the reactants C[O:2][C:3](=[O:37])[CH2:4][C:5]1[C:6]([N:34]([CH3:36])[CH3:35])=[N:7][C:8]([CH2:14][C:15]2[CH:20]=[CH:19][C:18]([NH:21][C:22](=[O:33])[C:23]3[CH:28]=[CH:27][C:26]([C:29]([F:32])([F:31])[F:30])=[CH:25][CH:24]=3)=[CH:17][CH:16]=2)=[N:9][C:10]=1[N:11]([CH3:13])[CH3:12].O.[OH-].[Li+].O.C(O)(=O)C, predict the reaction product. The product is: [CH3:36][N:34]([CH3:35])[C:6]1[C:5]([CH2:4][C:3]([OH:37])=[O:2])=[C:10]([N:11]([CH3:12])[CH3:13])[N:9]=[C:8]([CH2:14][C:15]2[CH:16]=[CH:17][C:18]([NH:21][C:22](=[O:33])[C:23]3[CH:24]=[CH:25][C:26]([C:29]([F:31])([F:32])[F:30])=[CH:27][CH:28]=3)=[CH:19][CH:20]=2)[N:7]=1. (7) Given the reactants [Cl:1][C:2]1[CH:7]=[CH:6][N:5]=[C:4]2[CH:8]=[C:9]([C:11]([O-:13])=O)[S:10][C:3]=12.[Li+].C(Cl)(=O)C(Cl)=O.O/[N:22]=[C:23](\[NH2:25])/[CH3:24], predict the reaction product. The product is: [Cl:1][C:2]1[CH:7]=[CH:6][N:5]=[C:4]2[CH:8]=[C:9]([C:11]3[O:13][N:25]=[C:23]([CH3:24])[N:22]=3)[S:10][C:3]=12. (8) Given the reactants [C:1]([O:6][C:7](=[O:11])[C:8]([CH3:10])=C)(=O)[C:2](C)=C.O[CH2:13][CH2:14][N:15](CC)[C:16]1[CH:21]=[CH:20][CH:19]=[CH:18][CH:17]=1, predict the reaction product. The product is: [C:7]([O:6][CH2:1][CH2:2][N:15]([CH2:14][CH3:13])[C:16]1[CH:21]=[CH:20][CH:19]=[CH:18][CH:17]=1)(=[O:11])[CH:8]=[CH2:10]. (9) The product is: [C:30]([O:29][C:27]([N:22]1[CH2:21][CH2:20][C:19]2[C:24](=[CH:25][CH:26]=[C:17]([NH:16][S:12]([C:5]3[C:6]4[C:11](=[CH:10][CH:9]=[CH:8][CH:7]=4)[C:2]([CH3:1])=[CH:3][CH:4]=3)(=[O:14])=[O:13])[CH:18]=2)[CH2:23]1)=[O:28])([CH3:33])([CH3:31])[CH3:32]. Given the reactants [CH3:1][C:2]1[C:11]2[C:6](=[CH:7][CH:8]=[CH:9][CH:10]=2)[C:5]([S:12](Cl)(=[O:14])=[O:13])=[CH:4][CH:3]=1.[NH2:16][C:17]1[CH:18]=[C:19]2[C:24](=[CH:25][CH:26]=1)[CH2:23][N:22]([C:27]([O:29][C:30]([CH3:33])([CH3:32])[CH3:31])=[O:28])[CH2:21][CH2:20]2.N1C=CC=CC=1.CN(C1C=CC=CN=1)C, predict the reaction product. (10) Given the reactants [F:1][C:2]([F:25])([F:24])[C:3]1[CH:8]=[CH:7][C:6]([CH:9]2[C:14]3=[N:15][CH:16]=[CH:17][N:18]=[C:13]3[CH2:12][CH2:11][N:10]2C(OCC)=O)=[CH:5][CH:4]=1.I[Si](C)(C)C, predict the reaction product. The product is: [F:25][C:2]([F:1])([F:24])[C:3]1[CH:8]=[CH:7][C:6]([CH:9]2[C:14]3=[N:15][CH:16]=[CH:17][N:18]=[C:13]3[CH2:12][CH2:11][NH:10]2)=[CH:5][CH:4]=1.